This data is from Full USPTO retrosynthesis dataset with 1.9M reactions from patents (1976-2016). The task is: Predict the reactants needed to synthesize the given product. The reactants are: [CH:1]([S:14][CH2:15][C:16]([NH:18][CH2:19][CH2:20][CH2:21][C:22]1[CH:27]=[CH:26][CH:25]=[CH:24][CH:23]=1)=O)([C:8]1[CH:13]=[CH:12][CH:11]=[CH:10][CH:9]=1)[C:2]1[CH:7]=[CH:6][CH:5]=[CH:4][CH:3]=1.S(=O)(=O)(O)O.[H-].[H-].[H-].[H-].[Li+].[Al+3]. Given the product [CH:1]([S:14][CH2:15][CH2:16][NH:18][CH2:19][CH2:20][CH2:21][C:22]1[CH:23]=[CH:24][CH:25]=[CH:26][CH:27]=1)([C:8]1[CH:13]=[CH:12][CH:11]=[CH:10][CH:9]=1)[C:2]1[CH:3]=[CH:4][CH:5]=[CH:6][CH:7]=1, predict the reactants needed to synthesize it.